From a dataset of Aqueous solubility values for 9,982 compounds from the AqSolDB database. Regression/Classification. Given a drug SMILES string, predict its absorption, distribution, metabolism, or excretion properties. Task type varies by dataset: regression for continuous measurements (e.g., permeability, clearance, half-life) or binary classification for categorical outcomes (e.g., BBB penetration, CYP inhibition). For this dataset (solubility_aqsoldb), we predict Y. The molecule is CC(C)CCBr. The Y is -2.89 log mol/L.